This data is from Experimentally validated miRNA-target interactions with 360,000+ pairs, plus equal number of negative samples. The task is: Binary Classification. Given a miRNA mature sequence and a target amino acid sequence, predict their likelihood of interaction. (1) Result: 0 (no interaction). The miRNA is mmu-miR-6420 with sequence ACUAAUCCUAUAAAAUCAAAC. The protein sequence of the target gene is MESRVLLRTFCLIFGLGAVWGLGVDPSLQIDVLTELELGESTTGVRQVPGLHNGTKAFLFQDTPRSIKASTATAEQFFQKLRNKHEFTILVTLKQTHLNSGVILSIHHLDHRYLELESSGHRNEVRLHYRSGSHRPHTEVFPYILADDKWHKLSLAISASHLILHIDCNKIYERVVEKPSTDLPLGTTFWLGQRNNAHGYFKGIMQDVQLLVMPQGFIAQCPDLNRTCPTCNDFHGLVQKIMELQDILAKTSAKLSRAEQRMNRLDQCYCERTCTMKGTTYREFESWIDGCKNCTCLNGT.... (2) The protein sequence of the target gene is MPSSLLGAAMPASTSAAALQEALENAGRLIDRQLQEDRMYPDLSELLMVSAPNNPTVSGMSDMDYPLQGPGLLSVPNLPEISSIRRVPLPPELVEQFGHMQCNCMMGVFPPISRAWLTIDSDIFMWNYEDGGDLAYFDGLSETILAVGLVKPKAGIFQPHVRHLLVLATPVDIVILGLSYANLQTGSGVLNDSLSGGMQLLPDPLYSLPTDNTYLLTITSTDNGRIFLAGKDGCLYEVAYQAEAGWFSQRCRKINHSKSSLSFLVPSLLQFTFSEDDPILQIAIDNSRNILYTRSEKGVI.... Result: 1 (interaction). The miRNA is hsa-miR-6780a-5p with sequence UUGGGAGGGAAGACAGCUGGAGA. (3) The miRNA is hsa-miR-4719 with sequence UCACAAAUCUAUAAUAUGCAGG. The protein sequence of the target gene is MAPRPPTAAPQESVTFKDVSVDFTQEEWYHVDPAQRSLYRDVMLENYSHLVSLGYQVSKPEVIFKLEQGEEPWISEGEIQRPFYPDWKTRPEVKSSHLQQDVSEVSHCTHDLLHATLEDSWDVSSQLDRQQENWKRHLGSEASTQKKIITPQENFEQNKFGENSRLNTNLVTQLNIPARIRPSECETLGSNLGHNADLLNENNILAKKKPYKCDKCRKAFIHRSSLTKHEKTHKGEGAFPNGTDQGIYPGKKHHECTDCGKTFLWKTQLTEHQRIHTGEKPFECNVCGKAFRHSSSLGQH.... Result: 0 (no interaction).